From a dataset of Catalyst prediction with 721,799 reactions and 888 catalyst types from USPTO. Predict which catalyst facilitates the given reaction. (1) Reactant: [Li+].CC([N-]C(C)C)C.C(C1C=CC=CC=1)C.[CH2:17]([O:19][C:20]([CH:22]1[CH2:27][CH2:26][N:25]([C:28]([O:30][C:31]([CH3:34])([CH3:33])[CH3:32])=[O:29])[CH2:24][CH2:23]1)=[O:21])[CH3:18].Cl[CH2:36][O:37][CH2:38][C:39]1[CH:44]=[CH:43][CH:42]=[CH:41][CH:40]=1. Product: [CH2:17]([O:19][C:20]([C:22]1([CH2:36][O:37][CH2:38][C:39]2[CH:44]=[CH:43][CH:42]=[CH:41][CH:40]=2)[CH2:27][CH2:26][N:25]([C:28]([O:30][C:31]([CH3:33])([CH3:32])[CH3:34])=[O:29])[CH2:24][CH2:23]1)=[O:21])[CH3:18]. The catalyst class is: 1. (2) Reactant: [C:1]1([C:12]2[CH:17]=[CH:16][CH:15]=[CH:14][CH:13]=2)[CH:6]=[CH:5][C:4]([C:7]2([C:10]#N)[CH2:9][CH2:8]2)=[CH:3][CH:2]=1.[OH-:18].[K+].C(O)C[OH:22].Cl. Product: [C:1]1([C:12]2[CH:17]=[CH:16][CH:15]=[CH:14][CH:13]=2)[CH:6]=[CH:5][C:4]([C:7]2([C:10]([OH:22])=[O:18])[CH2:9][CH2:8]2)=[CH:3][CH:2]=1. The catalyst class is: 6. (3) Reactant: [C:1]([C:3]1[N:8]=[C:7]([CH2:9][CH2:10][CH2:11][CH2:12][C:13]([O:15][CH2:16][CH3:17])=[O:14])[CH:6]=[CH:5][CH:4]=1)#[N:2].[C:18](OC)(=[O:26])[C:19]1[C:20](=[CH:22][CH:23]=[CH:24][CH:25]=1)[SH:21].C(N(CC)CC)C. Product: [O:26]=[C:18]1[C:19]2[CH:25]=[CH:24][CH:23]=[CH:22][C:20]=2[S:21][C:1]([C:3]2[N:8]=[C:7]([CH2:9][CH2:10][CH2:11][CH2:12][C:13]([O:15][CH2:16][CH3:17])=[O:14])[CH:6]=[CH:5][CH:4]=2)=[N:2]1. The catalyst class is: 11. (4) Reactant: [C:1](#[N:8])[C:2]1[CH:7]=[CH:6][N:5]=[CH:4][CH:3]=1.[OH:9][NH2:10]. Product: [OH:9][NH:10][C:1](=[NH:8])[C:2]1[CH:7]=[CH:6][N:5]=[CH:4][CH:3]=1. The catalyst class is: 8. (5) Reactant: [I-:1].C([O:5][CH2:6][CH2:7][C:8]1[CH:13]=[CH:12][C:11]([S+:14]2[C:18]3[CH:19]=[CH:20][CH:21]=[CH:22][C:17]=3[C:16]3[CH:23]=[CH:24][CH:25]=[CH:26][C:15]2=3)=[CH:10][CH:9]=1)(=O)C.[OH-].C[N+](C)(C)C.O.C(Cl)(Cl)Cl. Product: [I-:1].[OH:5][CH2:6][CH2:7][C:8]1[CH:9]=[CH:10][C:11]([S+:14]2[C:15]3[CH:26]=[CH:25][CH:24]=[CH:23][C:16]=3[C:17]3[CH:22]=[CH:21][CH:20]=[CH:19][C:18]2=3)=[CH:12][CH:13]=1. The catalyst class is: 5. (6) Reactant: [CH2:1]([O:3][C:4]1[CH:5]=[C:6]2[C:11](=[CH:12][C:13]=1[O:14][CH2:15][CH3:16])[CH:10]=[N:9][CH:8]([CH3:17])[CH2:7]2)[CH3:2].CN([CH:21]=[C:22]([C:28](=[O:30])[CH3:29])[C:23]([O:25][CH2:26][CH3:27])=[O:24])C.COCCOC.C1(Cl)C(=O)C(Cl)=C(Cl)C(=O)C=1Cl. Product: [CH2:1]([O:3][C:4]1[C:13]([O:14][CH2:15][CH3:16])=[CH:12][C:11]2[C:10]3[N:9]([CH:8]([CH3:17])[CH2:7][C:6]=2[CH:5]=1)[CH:21]=[C:22]([C:23]([O:25][CH2:26][CH3:27])=[O:24])[C:28](=[O:30])[CH:29]=3)[CH3:2]. The catalyst class is: 575. (7) The catalyst class is: 8. Reactant: C[O:2][C:3](=[O:40])[CH2:4][C@H:5]1[C:9]2[CH:10]=[CH:11][C:12]([O:14][C@H:15]3[C:23]4[C:18](=[C:19]([O:25][C:26]5[CH:31]=[CH:30][C:29]([CH2:32][CH2:33][C:34]([OH:37])([CH3:36])[CH3:35])=[CH:28][C:27]=5[C:38]#[N:39])[CH:20]=[CH:21][C:22]=4[F:24])[CH2:17][CH2:16]3)=[CH:13][C:8]=2[O:7][CH2:6]1.[OH-].[K+]. Product: [C:38]([C:27]1[CH:28]=[C:29]([CH2:32][CH2:33][C:34]([OH:37])([CH3:35])[CH3:36])[CH:30]=[CH:31][C:26]=1[O:25][C:19]1[CH:20]=[CH:21][C:22]([F:24])=[C:23]2[C:18]=1[CH2:17][CH2:16][C@H:15]2[O:14][C:12]1[CH:11]=[CH:10][C:9]2[C@H:5]([CH2:4][C:3]([OH:40])=[O:2])[CH2:6][O:7][C:8]=2[CH:13]=1)#[N:39].